From a dataset of Catalyst prediction with 721,799 reactions and 888 catalyst types from USPTO. Predict which catalyst facilitates the given reaction. (1) Reactant: [Cl:1][C:2]1[CH:7]=[CH:6][C:5]([NH:8][C:9]([CH3:21])([CH3:20])[CH2:10][C:11]([NH:13][CH2:14][C:15]([O:17]CC)=[O:16])=[O:12])=[CH:4][CH:3]=1.[OH-].[Na+]. Product: [Cl:1][C:2]1[CH:3]=[CH:4][C:5]([NH:8][C:9]([CH3:21])([CH3:20])[CH2:10][C:11]([NH:13][CH2:14][C:15]([OH:17])=[O:16])=[O:12])=[CH:6][CH:7]=1. The catalyst class is: 1. (2) Reactant: C[O:2][C:3](=[O:29])[C:4]1[CH:9]=[CH:8][CH:7]=[C:6]([C:10]2[N:11]=[C:12](Cl)[C:13]3[C:14](=[CH:16][N:17](CC4C=CC(OC)=CC=4)[N:18]=3)[N:15]=2)[CH:5]=1.[NH2:30][C:31]1[CH:40]=[C:39]2[C:34]([CH2:35][CH2:36][C:37](=[O:41])[NH:38]2)=[CH:33][CH:32]=1.Cl. Product: [O:41]=[C:37]1[CH2:36][CH2:35][C:34]2[C:39](=[CH:40][C:31]([NH:30][C:12]3[C:13]4[NH:18][N:17]=[CH:16][C:14]=4[N:15]=[C:10]([C:6]4[CH:5]=[C:4]([CH:9]=[CH:8][CH:7]=4)[C:3]([OH:2])=[O:29])[N:11]=3)=[CH:32][CH:33]=2)[NH:38]1. The catalyst class is: 71. (3) Reactant: Cl[C:2]1[C:7]([C:8]([O:10][CH2:11][C:12]2[CH:17]=[CH:16][CH:15]=[CH:14][CH:13]=2)=[O:9])=[CH:6][N:5]=[C:4]([Cl:18])[CH:3]=1.[NH:19]1[CH2:24][CH2:23][CH:22]([CH2:25][OH:26])[CH2:21][CH2:20]1.C(=O)([O-])[O-].[K+].[K+].CN(C=O)C. Product: [Cl:18][C:4]1[CH:3]=[C:2]([N:19]2[CH2:24][CH2:23][CH:22]([CH2:25][OH:26])[CH2:21][CH2:20]2)[C:7]([C:8]([O:10][CH2:11][C:12]2[CH:17]=[CH:16][CH:15]=[CH:14][CH:13]=2)=[O:9])=[CH:6][N:5]=1. The catalyst class is: 6. (4) Reactant: [Cl:1][C:2]1[CH:3]=[C:4]2[C:8](=[CH:9][CH:10]=1)[NH:7][C:6](=[O:11])[CH2:5]2.[Li]CCCC.CCCCCC.[CH3:23][N:24]([CH3:35])[C:25]1[CH:26]=[C:27]2[C:32](=[CH:33][CH:34]=1)[C:30](=O)[O:29][CH2:28]2.Cl.[OH-].[Na+]. Product: [Cl:1][C:2]1[CH:3]=[C:4]2[C:8](=[CH:9][CH:10]=1)[NH:7][C:6](=[O:11])[C:5]2=[C:30]1[C:32]2[C:27](=[CH:26][C:25]([N:24]([CH3:35])[CH3:23])=[CH:34][CH:33]=2)[CH2:28][O:29]1. The catalyst class is: 57. (5) Reactant: N(C(OC(C)C)=O)=NC(OC(C)C)=O.[O:15]([CH2:23][C:24]1[CH:25]=[C:26]([CH:29]=[CH:30][CH:31]=1)[CH2:27]O)[Si:16]([C:19]([CH3:22])([CH3:21])[CH3:20])([CH3:18])[CH3:17].[C:32]1(=[O:42])[NH:36][C:35](=[O:37])[C:34]2=[CH:38][CH:39]=[CH:40][CH:41]=[C:33]12.C1(P(C2C=CC=CC=2)C2C=CC=CC=2)C=CC=CC=1. Product: [O:15]([CH2:23][C:24]1[CH:25]=[C:26]([CH:29]=[CH:30][CH:31]=1)[CH2:27][C:41]1[CH:40]=[CH:39][CH:38]=[C:34]2[C:35]([NH:36][C:32](=[O:42])[C:33]=12)=[O:37])[Si:16]([C:19]([CH3:22])([CH3:21])[CH3:20])([CH3:18])[CH3:17]. The catalyst class is: 1. (6) Reactant: [C:1]([O:5][C:6]([N:8]1[C@H:13]([C:14]([OH:16])=O)[CH2:12][C@@H:11]2[C@H:9]1[CH2:10]2)=[O:7])([CH3:4])([CH3:3])[CH3:2].C(OC(Cl)=O)C.[NH2:23][CH:24]1[CH2:29][CH2:28][CH2:27][C:26]([C:31]([F:34])([F:33])[F:32])([OH:30])[CH2:25]1. The catalyst class is: 49. Product: [C:1]([O:5][C:6]([N:8]1[C@H:13]([C:14](=[O:16])[NH:23][CH:24]2[CH2:29][CH2:28][CH2:27][C:26]([OH:30])([C:31]([F:33])([F:34])[F:32])[CH2:25]2)[CH2:12][C@@H:11]2[C@H:9]1[CH2:10]2)=[O:7])([CH3:2])([CH3:3])[CH3:4]. (7) Reactant: [Cl:1][C:2]1[N:10]=[C:9]2[C:5]([NH:6][CH:7]=[N:8]2)=[C:4]([Cl:11])[N:3]=1.C(=O)([O-])[O-].[K+].[K+].[CH:18]1(I)[CH2:20][CH2:19]1. Product: [CH:18]1([N:8]2[CH:7]=[N:6][C:5]3[C:9]2=[N:10][C:2]([Cl:1])=[N:3][C:4]=3[Cl:11])[CH2:20][CH2:19]1. The catalyst class is: 16. (8) Reactant: [CH2:1]([N:8]1[CH2:16][CH2:15][CH:11]([C:12]([OH:14])=O)[CH2:10][CH2:9]1)[C:2]1[CH:7]=[CH:6][CH:5]=[CH:4][CH:3]=1.C([N-]C(C)C)(C)C.[Li+].[Br:25][C:26]1[CH:34]=[CH:33][C:29](C(Cl)=O)=[CH:28][CH:27]=1.Cl. Product: [CH2:1]([N:8]1[CH2:9][CH2:10][CH:11]([C:12](=[O:14])[C:29]2[CH:33]=[CH:34][C:26]([Br:25])=[CH:27][CH:28]=2)[CH2:15][CH2:16]1)[C:2]1[CH:3]=[CH:4][CH:5]=[CH:6][CH:7]=1. The catalyst class is: 1.